Task: Predict the product of the given reaction.. Dataset: Forward reaction prediction with 1.9M reactions from USPTO patents (1976-2016) (1) Given the reactants [CH2:1]([N:8]1[CH:12]=[C:11]([C:13](OCC)=[O:14])[C:10]([O:18][CH2:19][C:20]2[CH:25]=[CH:24][C:23]([O:26][CH2:27][C:28]3[N:29]=[C:30]([C:34]4[O:35][CH:36]=[CH:37][CH:38]=4)[O:31][C:32]=3[CH3:33])=[C:22]([O:39][CH3:40])[CH:21]=2)=[N:9]1)[C:2]1[CH:7]=[CH:6][CH:5]=[CH:4][CH:3]=1.[H-].[Al+3].[Li+].[H-].[H-].[H-].O.O.O.O.O.O.O.O.O.O.S([O-])([O-])(=O)=O.[Na+].[Na+], predict the reaction product. The product is: [CH2:1]([N:8]1[CH:12]=[C:11]([CH2:13][OH:14])[C:10]([O:18][CH2:19][C:20]2[CH:25]=[CH:24][C:23]([O:26][CH2:27][C:28]3[N:29]=[C:30]([C:34]4[O:35][CH:36]=[CH:37][CH:38]=4)[O:31][C:32]=3[CH3:33])=[C:22]([O:39][CH3:40])[CH:21]=2)=[N:9]1)[C:2]1[CH:3]=[CH:4][CH:5]=[CH:6][CH:7]=1. (2) Given the reactants [NH:1]1[CH2:6][CH:5]=[CH:4][CH2:3][CH2:2]1.[C:7]([O:11][C:12](O[C:12]([O:11][C:7]([CH3:10])([CH3:9])[CH3:8])=[O:13])=[O:13])([CH3:10])([CH3:9])[CH3:8], predict the reaction product. The product is: [N:1]1([C:12]([O:11][C:7]([CH3:10])([CH3:9])[CH3:8])=[O:13])[CH2:2][CH:3]=[CH:4][CH2:5][CH2:6]1.